Dataset: NCI-60 drug combinations with 297,098 pairs across 59 cell lines. Task: Regression. Given two drug SMILES strings and cell line genomic features, predict the synergy score measuring deviation from expected non-interaction effect. (1) Drug 1: C1=C(C(=O)NC(=O)N1)F. Drug 2: CC(C)(C#N)C1=CC(=CC(=C1)CN2C=NC=N2)C(C)(C)C#N. Cell line: SF-268. Synergy scores: CSS=27.6, Synergy_ZIP=-4.13, Synergy_Bliss=1.61, Synergy_Loewe=1.61, Synergy_HSA=1.51. (2) Synergy scores: CSS=1.63, Synergy_ZIP=-2.48, Synergy_Bliss=0.610, Synergy_Loewe=-10.7, Synergy_HSA=-3.04. Cell line: OVCAR3. Drug 2: CN(C(=O)NC(C=O)C(C(C(CO)O)O)O)N=O. Drug 1: C1CCC(CC1)NC(=O)N(CCCl)N=O.